Dataset: Forward reaction prediction with 1.9M reactions from USPTO patents (1976-2016). Task: Predict the product of the given reaction. (1) Given the reactants [Cl:1][C:2]1[CH:32]=[CH:31][C:30]([O:33][CH3:34])=[CH:29][C:3]=1[C:4]([NH:6][C:7]1[CH:8]=[N:9][C:10]([NH:13]C2C=CC(C(N3CCN(C)CC3)=O)=CC=2)=[N:11][CH:12]=1)=[O:5].Cl[C:36]1[CH:44]=[CH:43][C:42](OC)=[CH:41][C:37]=1[C:38]([OH:40])=O.[C:47](Cl)(=[O:51])[C:48](Cl)=O, predict the reaction product. The product is: [Cl:1][C:2]1[CH:32]=[CH:31][C:30]([O:33][CH3:34])=[CH:29][C:3]=1[C:4]([NH:6][C:7]1[CH:8]=[N:9][C:10]([NH:13][C:42]2[CH:43]=[CH:44][CH:36]=[C:37]([C:38](=[O:40])[N:6]([CH2:48][CH2:47][OH:51])[CH:7]([CH3:8])[CH3:12])[CH:41]=2)=[N:11][CH:12]=1)=[O:5]. (2) The product is: [O:37]1[C:41]2[CH:42]=[CH:43][CH:44]=[CH:45][C:40]=2[CH:39]=[C:38]1[CH:46]([OH:50])[CH2:47][N:48]([CH2:32][C:30]1[S:29][C:22]2[N:23]([CH2:25][CH2:26][O:27][CH3:28])[CH:24]=[C:19]([C:17]([NH:16][CH2:15][C:14]3[CH:35]=[CH:36][C:11]([Cl:10])=[CH:12][CH:13]=3)=[O:18])[C:20](=[O:34])[C:21]=2[CH:31]=1)[CH3:49]. Given the reactants C(N(CC)C(C)C)(C)C.[Cl:10][C:11]1[CH:36]=[CH:35][C:14]([CH2:15][NH:16][C:17]([C:19]2[C:20](=[O:34])[C:21]3[CH:31]=[C:30]([CH2:32]Cl)[S:29][C:22]=3[N:23]([CH2:25][CH2:26][O:27][CH3:28])[CH:24]=2)=[O:18])=[CH:13][CH:12]=1.[O:37]1[C:41]2[CH:42]=[CH:43][CH:44]=[CH:45][C:40]=2[CH:39]=[C:38]1[CH:46]([OH:50])[CH2:47][NH:48][CH3:49], predict the reaction product. (3) Given the reactants [C:1]([O:5][C:6](=[O:22])[N:7]([CH2:11][CH2:12][C:13]1[CH:18]=[CH:17][C:16]([Cl:19])=[C:15]([CH2:20][OH:21])[CH:14]=1)[CH:8]1[CH2:10][CH2:9]1)([CH3:4])([CH3:3])[CH3:2], predict the reaction product. The product is: [C:1]([O:5][C:6](=[O:22])[N:7]([CH2:11][CH2:12][C:13]1[CH:18]=[CH:17][C:16]([Cl:19])=[C:15]([CH:20]=[O:21])[CH:14]=1)[CH:8]1[CH2:9][CH2:10]1)([CH3:4])([CH3:2])[CH3:3]. (4) The product is: [CH3:33][N:2]([CH3:1])[CH2:3][CH2:4][N:5]([CH3:32])[C:6]1[CH:11]=[C:10]([O:12][CH3:13])[C:9]([NH:14][C:15]2[N:20]=[C:19]([C:21]3[C:29]4[C:24](=[CH:25][CH:26]=[CH:27][CH:28]=4)[N:23]([CH3:30])[CH:22]=3)[CH:18]=[CH:17][N:16]=2)=[CH:8][C:7]=1[NH:31][C:37](=[O:38])[CH:36]=[CH2:35]. Given the reactants [CH3:1][N:2]([CH3:33])[CH2:3][CH2:4][N:5]([CH3:32])[C:6]1[C:7]([NH2:31])=[CH:8][C:9]([NH:14][C:15]2[N:20]=[C:19]([C:21]3[C:29]4[C:24](=[CH:25][CH:26]=[CH:27][CH:28]=4)[N:23]([CH3:30])[CH:22]=3)[CH:18]=[CH:17][N:16]=2)=[C:10]([O:12][CH3:13])[CH:11]=1.Cl[CH2:35][CH2:36][C:37](Cl)=[O:38].[OH-].[Na+].CO, predict the reaction product.